Dataset: Merck oncology drug combination screen with 23,052 pairs across 39 cell lines. Task: Regression. Given two drug SMILES strings and cell line genomic features, predict the synergy score measuring deviation from expected non-interaction effect. Drug 1: CN1C(=O)C=CC2(C)C3CCC4(C)C(NC(=O)OCC(F)(F)F)CCC4C3CCC12. Drug 2: CCC1(O)CC2CN(CCc3c([nH]c4ccccc34)C(C(=O)OC)(c3cc4c(cc3OC)N(C)C3C(O)(C(=O)OC)C(OC(C)=O)C5(CC)C=CCN6CCC43C65)C2)C1. Cell line: SKOV3. Synergy scores: synergy=3.19.